Dataset: Forward reaction prediction with 1.9M reactions from USPTO patents (1976-2016). Task: Predict the product of the given reaction. (1) Given the reactants CS(O[CH2:6][C:7]1[N:8]=[C:9]2[CH:14]=[C:13]([C:15]#[N:16])[CH:12]=[C:11]([CH3:17])[N:10]2[C:18]=1[CH2:19][CH:20]1[CH2:25][CH2:24][C:23]([F:27])([F:26])[CH2:22][CH2:21]1)(=O)=O.[CH3:28][S:29]([O-:31])=[O:30].[Na+].O, predict the reaction product. The product is: [F:27][C:23]1([F:26])[CH2:24][CH2:25][CH:20]([CH2:19][C:18]2[N:10]3[C:11]([CH3:17])=[CH:12][C:13]([C:15]#[N:16])=[CH:14][C:9]3=[N:8][C:7]=2[CH2:6][S:29]([CH3:28])(=[O:31])=[O:30])[CH2:21][CH2:22]1. (2) The product is: [CH:34]1([CH2:37][NH:38][C:39]([NH:41][C:42]2[CH:43]=[CH:44][C:45]([C:48]([N:50]3[CH2:55][CH2:54][N:53]([CH2:15][C:12]4[CH:13]=[CH:14][C:9]([C:3]([OH:8])([C:4]([F:5])([F:6])[F:7])[C:2]([F:21])([F:20])[F:1])=[CH:10][C:11]=4[CH2:17][CH2:18][CH3:19])[CH2:52][CH2:51]3)=[O:49])=[CH:46][CH:47]=2)=[O:40])[CH2:35][CH2:36]1. Given the reactants [F:1][C:2]([F:21])([F:20])[C:3]([C:9]1[CH:14]=[CH:13][C:12]([CH2:15]O)=[C:11]([CH2:17][CH2:18][CH3:19])[CH:10]=1)([OH:8])[C:4]([F:7])([F:6])[F:5].C(N(CC)CC)C.CS(Cl)(=O)=O.[CH:34]1([CH2:37][NH:38][C:39]([NH:41][C:42]2[CH:47]=[CH:46][C:45]([C:48]([N:50]3[CH2:55][CH2:54][NH:53][CH2:52][CH2:51]3)=[O:49])=[CH:44][CH:43]=2)=[O:40])[CH2:36][CH2:35]1.C(=O)([O-])[O-].[K+].[K+], predict the reaction product. (3) Given the reactants [C:1]([O:5][C:6]([NH:8][CH2:9][CH2:10][NH2:11])=[O:7])([CH3:4])([CH3:3])[CH3:2].[C:12]([C:15]1[CH:16]=[C:17]([CH:21]=[CH:22][CH:23]=1)[C:18](O)=[O:19])(=[O:14])[CH3:13].F[P-](F)(F)(F)(F)F.N1(O[P+](N(C)C)(N(C)C)N(C)C)C2C=CC=CC=2N=N1.CN1CCOCC1, predict the reaction product. The product is: [C:1]([O:5][C:6]([NH:8][CH2:9][CH2:10][NH:11][C:18](=[O:19])[C:17]1[CH:21]=[CH:22][CH:23]=[C:15]([C:12](=[O:14])[CH3:13])[CH:16]=1)=[O:7])([CH3:4])([CH3:3])[CH3:2]. (4) Given the reactants [CH:1]1([C:4]2[N:8]([CH3:9])[C:7]([C:10]3[N:11]=[N:12][N:13]([C:15]4[CH:16]=[C:17]([CH:39]=[CH:40][C:41]=4[CH3:42])[C:18]([NH:20][C:21]4[CH:26]=[C:25]([C:27]([CH3:31])([CH3:30])[CH2:28][OH:29])[CH:24]=[C:23]([NH:32][S:33]([CH3:36])(=[O:35])=[O:34])[C:22]=4[O:37][CH3:38])=[O:19])[CH:14]=3)=[CH:6][N:5]=2)[CH2:3][CH2:2]1.[C:43](C1N(C)C(C2(C)CC2)=NC=1)#C, predict the reaction product. The product is: [OH:29][CH2:28][C:27]([C:25]1[CH:24]=[C:23]([NH:32][S:33]([CH3:36])(=[O:35])=[O:34])[C:22]([O:37][CH3:38])=[C:21]([NH:20][C:18](=[O:19])[C:17]2[CH:39]=[CH:40][C:41]([CH3:42])=[C:15]([N:13]3[CH:14]=[C:10]([C:7]4[N:8]([CH3:9])[C:4]([C:1]5([CH3:43])[CH2:3][CH2:2]5)=[N:5][CH:6]=4)[N:11]=[N:12]3)[CH:16]=2)[CH:26]=1)([CH3:31])[CH3:30]. (5) The product is: [CH2:34]([O:33][C:31](=[O:32])[CH2:30][O:26][C:23]1[CH:24]=[CH:25][C:20]([C:16]2[CH:15]=[C:14]([Cl:27])[C:13]([CH2:12][CH:9]3[CH2:10][CH2:11][N:7]([CH:1]4[CH2:6][CH2:5][CH2:4][CH2:3][CH2:2]4)[C:8]3=[O:28])=[C:18]([Cl:19])[CH:17]=2)=[CH:21][CH:22]=1)[CH3:35]. Given the reactants [CH:1]1([N:7]2[CH2:11][CH2:10][CH:9]([CH2:12][C:13]3[C:18]([Cl:19])=[CH:17][C:16]([C:20]4[CH:25]=[CH:24][C:23]([OH:26])=[CH:22][CH:21]=4)=[CH:15][C:14]=3[Cl:27])[C:8]2=[O:28])[CH2:6][CH2:5][CH2:4][CH2:3][CH2:2]1.Br[CH2:30][C:31]([O:33][CH2:34][CH3:35])=[O:32].[Na+].ClC1C=C(C2C=CC(C([O-])=O)=CC=2)C=CC=1CC1CCN(C2CCCCC2)C1=O, predict the reaction product. (6) Given the reactants [F:1][C:2]1[CH:27]=[CH:26][C:5]([CH2:6][O:7][C:8]2[CH:13]=[CH:12][N:11]([CH2:14][C:15]([C:17]3[CH:22]=[CH:21][C:20]([CH2:23]O)=[CH:19][CH:18]=3)=[O:16])[C:10](=[O:25])[CH:9]=2)=[CH:4][CH:3]=1.N1C=CC=CC=1.S(Cl)([Cl:36])=O, predict the reaction product. The product is: [Cl:36][CH2:23][C:20]1[CH:21]=[CH:22][C:17]([C:15](=[O:16])[CH2:14][N:11]2[CH:12]=[CH:13][C:8]([O:7][CH2:6][C:5]3[CH:26]=[CH:27][C:2]([F:1])=[CH:3][CH:4]=3)=[CH:9][C:10]2=[O:25])=[CH:18][CH:19]=1. (7) Given the reactants [C:1]([Mg]Br)#[CH:2].[N:5]1[CH:9]=[CH:8][N:7]2[CH2:10][CH2:11][C:12](=[O:13])[C:6]=12, predict the reaction product. The product is: [C:1]([C:12]1([OH:13])[C:6]2=[N:5][CH:9]=[CH:8][N:7]2[CH2:10][CH2:11]1)#[CH:2]. (8) The product is: [C:40]([NH:3][C:2]1[S:1][C:7]2[C:8]([N+:35]([O-:37])=[O:36])=[C:9]([O:10][C:11]3[CH:12]=[CH:13][C:14]([F:32])=[C:15]([NH:17][C:18](=[O:31])[C:19]4[CH:24]=[CH:23][CH:22]=[C:21]([C:25]([C:28]#[N:29])([CH3:26])[CH3:27])[C:20]=4[Cl:30])[CH:16]=3)[CH:33]=[CH:34][C:6]=2[N:5]=1)(=[O:42])[CH3:41]. Given the reactants [S-:1][C:2]#[N:3].[K+].[NH2:5][C:6]1[CH:34]=[CH:33][C:9]([O:10][C:11]2[CH:12]=[CH:13][C:14]([F:32])=[C:15]([NH:17][C:18](=[O:31])[C:19]3[CH:24]=[CH:23][CH:22]=[C:21]([C:25]([C:28]#[N:29])([CH3:27])[CH3:26])[C:20]=3[Cl:30])[CH:16]=2)=[C:8]([N+:35]([O-:37])=[O:36])[CH:7]=1.BrBr.[C:40](O)(=[O:42])[CH3:41], predict the reaction product. (9) The product is: [Cl:11][C:12]1[C:13]2[C:14](=[O:15])[NH:16][CH:25]([OH:26])[C:17]=2[C:18]([F:22])=[C:19]([Cl:21])[N:20]=1. Given the reactants C[Si]([N-][Si](C)(C)C)(C)C.[Li+].[Cl:11][C:12]1[N:20]=[C:19]([Cl:21])[C:18]([F:22])=[CH:17][C:13]=1[C:14]([NH2:16])=[O:15].CN(C)[CH:25]=[O:26], predict the reaction product.